Dataset: NCI-60 drug combinations with 297,098 pairs across 59 cell lines. Task: Regression. Given two drug SMILES strings and cell line genomic features, predict the synergy score measuring deviation from expected non-interaction effect. (1) Drug 1: CN(CC1=CN=C2C(=N1)C(=NC(=N2)N)N)C3=CC=C(C=C3)C(=O)NC(CCC(=O)O)C(=O)O. Drug 2: CC1C(C(CC(O1)OC2CC(CC3=C2C(=C4C(=C3O)C(=O)C5=CC=CC=C5C4=O)O)(C(=O)C)O)N)O. Cell line: COLO 205. Synergy scores: CSS=45.3, Synergy_ZIP=-12.2, Synergy_Bliss=-15.3, Synergy_Loewe=-20.4, Synergy_HSA=-10.9. (2) Drug 1: CC1=C(C(=CC=C1)Cl)NC(=O)C2=CN=C(S2)NC3=CC(=NC(=N3)C)N4CCN(CC4)CCO. Drug 2: CC(C)NC(=O)C1=CC=C(C=C1)CNNC.Cl. Cell line: HOP-62. Synergy scores: CSS=11.0, Synergy_ZIP=4.89, Synergy_Bliss=8.56, Synergy_Loewe=6.83, Synergy_HSA=7.56. (3) Drug 1: CC1=C(C(CCC1)(C)C)C=CC(=CC=CC(=CC(=O)O)C)C. Drug 2: C(CCl)NC(=O)N(CCCl)N=O. Cell line: EKVX. Synergy scores: CSS=13.6, Synergy_ZIP=-5.52, Synergy_Bliss=-1.95, Synergy_Loewe=-6.37, Synergy_HSA=0.0120. (4) Drug 1: CC12CCC(CC1=CCC3C2CCC4(C3CC=C4C5=CN=CC=C5)C)O. Drug 2: C1CN(P(=O)(OC1)NCCCl)CCCl. Cell line: LOX IMVI. Synergy scores: CSS=65.2, Synergy_ZIP=26.2, Synergy_Bliss=26.8, Synergy_Loewe=15.1, Synergy_HSA=28.4. (5) Drug 1: C1C(C(OC1N2C=C(C(=O)NC2=O)F)CO)O. Drug 2: C1CN(P(=O)(OC1)NCCCl)CCCl. Cell line: CCRF-CEM. Synergy scores: CSS=40.3, Synergy_ZIP=-0.620, Synergy_Bliss=-0.507, Synergy_Loewe=-52.6, Synergy_HSA=-0.660. (6) Drug 1: C1=CC(=CC=C1CCCC(=O)O)N(CCCl)CCCl. Drug 2: COC1=NC(=NC2=C1N=CN2C3C(C(C(O3)CO)O)O)N. Cell line: LOX IMVI. Synergy scores: CSS=30.3, Synergy_ZIP=-2.07, Synergy_Bliss=1.41, Synergy_Loewe=-10.4, Synergy_HSA=-2.71. (7) Drug 1: CC(CN1CC(=O)NC(=O)C1)N2CC(=O)NC(=O)C2. Drug 2: CN(CC1=CN=C2C(=N1)C(=NC(=N2)N)N)C3=CC=C(C=C3)C(=O)NC(CCC(=O)O)C(=O)O. Cell line: A498. Synergy scores: CSS=47.2, Synergy_ZIP=-0.0709, Synergy_Bliss=0.254, Synergy_Loewe=3.26, Synergy_HSA=5.58.